This data is from Peptide-MHC class I binding affinity with 185,985 pairs from IEDB/IMGT. The task is: Regression. Given a peptide amino acid sequence and an MHC pseudo amino acid sequence, predict their binding affinity value. This is MHC class I binding data. (1) The peptide sequence is KTKEVIQEW. The MHC is HLA-B58:01 with pseudo-sequence HLA-B58:01. The binding affinity (normalized) is 0.836. (2) The peptide sequence is QQQGQTVTKK. The MHC is HLA-A03:01 with pseudo-sequence HLA-A03:01. The binding affinity (normalized) is 0.189. (3) The peptide sequence is EVFEIIRSY. The MHC is HLA-A02:50 with pseudo-sequence HLA-A02:50. The binding affinity (normalized) is 0.0847. (4) The peptide sequence is NHINVELYL. The MHC is HLA-B38:01 with pseudo-sequence HLA-B38:01. The binding affinity (normalized) is 0.815. (5) The peptide sequence is SSPSRCERM. The MHC is Mamu-B03 with pseudo-sequence Mamu-B03. The binding affinity (normalized) is 0.632. (6) The peptide sequence is MTAASYARY. The MHC is HLA-B07:02 with pseudo-sequence HLA-B07:02. The binding affinity (normalized) is 0.213.